Dataset: Forward reaction prediction with 1.9M reactions from USPTO patents (1976-2016). Task: Predict the product of the given reaction. Given the reactants [Br-].[OH:2][CH2:3][CH2:4][CH2:5][CH2:6][CH2:7][CH2:8][P+](C1C=CC=CC=1)(C1C=CC=CC=1)C1C=CC=CC=1.CS([CH2-])=O.[PH5].[CH:33](=O)[CH2:34][CH2:35][CH2:36][CH2:37][CH2:38][CH2:39][CH3:40], predict the reaction product. The product is: [CH2:3]([OH:2])[CH2:4][CH2:5][CH2:6][CH2:7]/[CH:8]=[CH:33]\[CH2:34][CH2:35][CH2:36][CH2:37][CH2:38][CH2:39][CH3:40].